From a dataset of NCI-60 drug combinations with 297,098 pairs across 59 cell lines. Regression. Given two drug SMILES strings and cell line genomic features, predict the synergy score measuring deviation from expected non-interaction effect. Drug 1: CN1CCC(CC1)COC2=C(C=C3C(=C2)N=CN=C3NC4=C(C=C(C=C4)Br)F)OC. Drug 2: C1=CN(C=N1)CC(O)(P(=O)(O)O)P(=O)(O)O. Cell line: SK-MEL-5. Synergy scores: CSS=3.48, Synergy_ZIP=2.54, Synergy_Bliss=6.67, Synergy_Loewe=0.372, Synergy_HSA=1.59.